From a dataset of Full USPTO retrosynthesis dataset with 1.9M reactions from patents (1976-2016). Predict the reactants needed to synthesize the given product. Given the product [C:1](/[CH:3]=[CH:4]/[S:5]([C:8]1[CH:9]=[CH:10][C:11]([C:14]([CH3:19])([CH3:18])[C:15]([NH:26][CH2:25][C:24]2[CH:27]=[CH:28][CH:29]=[C:22]([O:21][CH3:20])[CH:23]=2)=[O:17])=[CH:12][CH:13]=1)(=[O:6])=[O:7])#[N:2], predict the reactants needed to synthesize it. The reactants are: [C:1](/[CH:3]=[CH:4]/[S:5]([C:8]1[CH:13]=[CH:12][C:11]([C:14]([CH3:19])([CH3:18])[C:15]([OH:17])=O)=[CH:10][CH:9]=1)(=[O:7])=[O:6])#[N:2].[CH3:20][O:21][C:22]1[CH:23]=[C:24]([CH:27]=[CH:28][CH:29]=1)[CH2:25][NH2:26].Cl.CN(C)CCCN=C=NCC.ON1C2C=CC=CC=2N=N1.